Dataset: Forward reaction prediction with 1.9M reactions from USPTO patents (1976-2016). Task: Predict the product of the given reaction. (1) Given the reactants [OH:1][C:2]1[CH:9]=[C:8]([OH:10])[CH:7]=[CH:6][C:3]=1[CH:4]=[O:5].C1(P(C2C=CC=CC=2)C2C=CC=CC=2)C=CC=CC=1.[C:30]([O:34][C:35]([N:37]1[CH2:42][CH2:41][CH:40](O)[CH2:39][CH2:38]1)=[O:36])([CH3:33])([CH3:32])[CH3:31].N(C(OC(C)C)=O)=NC(OC(C)C)=O, predict the reaction product. The product is: [C:30]([O:34][C:35]([N:37]1[CH2:42][CH2:41][CH:40]([O:10][C:8]2[CH:7]=[CH:6][C:3]([CH:4]=[O:5])=[C:2]([OH:1])[CH:9]=2)[CH2:39][CH2:38]1)=[O:36])([CH3:33])([CH3:31])[CH3:32]. (2) The product is: [ClH:1].[CH3:38][N:2]1[CH2:3][CH2:4][CH:5]([O:8][C:9]2[CH:14]=[CH:13][N:12]3[N:15]=[C:16]([C:28]4[CH:29]=[CH:30][CH:31]=[CH:32][CH:33]=4)[C:17]([C:18]4[CH:19]=[CH:20][C:21](=[O:27])[N:22]([CH:24]([CH3:26])[CH3:25])[N:23]=4)=[C:11]3[CH:10]=2)[CH2:6][CH2:7]1. Given the reactants [ClH:1].[NH:2]1[CH2:7][CH2:6][CH:5]([O:8][C:9]2[CH:14]=[CH:13][N:12]3[N:15]=[C:16]([C:28]4[CH:33]=[CH:32][CH:31]=[CH:30][CH:29]=4)[C:17]([C:18]4[CH:19]=[CH:20][C:21](=[O:27])[N:22]([CH:24]([CH3:26])[CH3:25])[N:23]=4)=[C:11]3[CH:10]=2)[CH2:4][CH2:3]1.C=O.[BH-](OC(C)=O)(OC(C)=O)O[C:38](C)=O.[Na+].C(=O)([O-])O.[Na+], predict the reaction product.